This data is from CYP1A2 inhibition data for predicting drug metabolism from PubChem BioAssay. The task is: Regression/Classification. Given a drug SMILES string, predict its absorption, distribution, metabolism, or excretion properties. Task type varies by dataset: regression for continuous measurements (e.g., permeability, clearance, half-life) or binary classification for categorical outcomes (e.g., BBB penetration, CYP inhibition). Dataset: cyp1a2_veith. (1) The drug is CNCC[C@H](Oc1ccccc1OC)c1ccccc1. The result is 1 (inhibitor). (2) The compound is O=C(CNC(=O)c1ccc([N+](=O)[O-])cc1)c1ccccc1. The result is 0 (non-inhibitor). (3) The drug is FC(F)(F)c1cccc(NC(=S)Nc2ccc(Cl)cc2Cl)c1. The result is 1 (inhibitor). (4) The drug is CCOc1ccc(Cc2nc(C)c(CC(=O)N3CCOCC3)c(=O)[nH]2)cc1. The result is 0 (non-inhibitor). (5) The compound is COC(=O)N1CCC2(CCCN(c3cccc(-c4ccccc4)c3)C2)CC1. The result is 0 (non-inhibitor). (6) The result is 0 (non-inhibitor). The compound is Cc1cc(CSc2ccccc2)ccc1NC(=O)c1cccc([N+](=O)[O-])c1. (7) The drug is CCn1nc(C(=O)O)c(=O)c2cc3c(cc21)OCO3. The result is 0 (non-inhibitor). (8) The molecule is FC(F)(F)c1cc(CN2CC3(CCNCC3)C2)cc(C(F)(F)F)c1. The result is 0 (non-inhibitor). (9) The result is 1 (inhibitor). The compound is O=C(Nc1cccc(-c2nc3ccccc3s2)c1)c1ccc2c(c1)OCO2. (10) The result is 1 (inhibitor). The drug is Clc1ccc(C(c2ccc(Cl)cc2)n2cc[n+](C[C@@H](OCc3ccc(Cl)cc3Cl)c3ccc(Cl)cc3Cl)c2)cc1.